Dataset: CYP2C19 inhibition data for predicting drug metabolism from PubChem BioAssay. Task: Regression/Classification. Given a drug SMILES string, predict its absorption, distribution, metabolism, or excretion properties. Task type varies by dataset: regression for continuous measurements (e.g., permeability, clearance, half-life) or binary classification for categorical outcomes (e.g., BBB penetration, CYP inhibition). Dataset: cyp2c19_veith. (1) The drug is Cn1c(-c2ccc(F)cc2)cnc1NCc1cccc(F)c1. The result is 1 (inhibitor). (2) The result is 1 (inhibitor). The molecule is Clc1cccc(Oc2cnc3ccccc3n2)c1. (3) The compound is O=C(Cc1ccccc1)NC1CCN(S(=O)(=O)c2ccc(C(=O)O)cc2)CC1. The result is 0 (non-inhibitor). (4) The compound is CSC1=N/C(=C\c2ccc3c(c2)OCO3)C(=O)S1. The result is 1 (inhibitor).